From a dataset of Full USPTO retrosynthesis dataset with 1.9M reactions from patents (1976-2016). Predict the reactants needed to synthesize the given product. (1) Given the product [Br:13][C:9]1[C:8]([Cl:14])=[C:7]([CH2:6][NH2:15])[CH:12]=[CH:11][CH:10]=1, predict the reactants needed to synthesize it. The reactants are: CS(O[CH2:6][C:7]1[CH:12]=[CH:11][CH:10]=[C:9]([Br:13])[C:8]=1[Cl:14])(=O)=O.[NH3:15].CO. (2) Given the product [ClH:38].[NH2:28][CH2:27][C@H:9]1[CH2:8][C@@H:7]([OH:6])[CH2:12][N:11]([CH2:13][CH2:14][N:15]2[C:24]3[C:19](=[CH:20][CH:21]=[C:22]([F:25])[CH:23]=3)[CH:18]=[CH:17][C:16]2=[O:26])[CH2:10]1, predict the reactants needed to synthesize it. The reactants are: CC([Si](C)(C)[O:6][C@H:7]1[CH2:12][N:11]([CH2:13][CH2:14][N:15]2[C:24]3[C:19](=[CH:20][CH:21]=[C:22]([F:25])[CH:23]=3)[CH:18]=[CH:17][C:16]2=[O:26])[CH2:10][C@@H:9]([CH2:27][NH:28]C(=O)OC(C)(C)C)[CH2:8]1)(C)C.[ClH:38].O1CCOCC1. (3) The reactants are: C(O[C:6](=[O:22])[NH:7][CH2:8][C:9]1[CH:14]=[CH:13][C:12]([NH:15][S:16]([CH3:19])(=[O:18])=[O:17])=[C:11]([CH:20]=[CH2:21])[CH:10]=1)(C)(C)C.C(N(CC)CC)C.[Cl:30][C:31]1[CH:38]=[CH:37][C:34]([CH2:35][NH2:36])=[CH:33][CH:32]=1. Given the product [Cl:30][C:31]1[CH:38]=[CH:37][C:34]([CH2:35][NH:36][C:6](=[O:22])[NH:7][CH2:8][C:9]2[CH:14]=[CH:13][C:12]([NH:15][S:16]([CH3:19])(=[O:17])=[O:18])=[C:11]([CH:20]=[CH2:21])[CH:10]=2)=[CH:33][CH:32]=1, predict the reactants needed to synthesize it. (4) Given the product [C:1]([O:9][CH:10]1[C:18]2[C:13](=[CH:14][CH:15]=[CH:16][CH:17]=2)[N:12]([CH2:20][CH2:21][CH:24]([CH3:25])[CH3:23])[C:11]1=[O:22])(=[O:8])[C:2]1[CH:7]=[CH:6][CH:5]=[CH:4][CH:3]=1, predict the reactants needed to synthesize it. The reactants are: [C:1]([O:9][CH:10]1[C:18]2[C:13](=[CH:14][CH:15]=[C:16](C)[CH:17]=2)[N:12]([CH2:20][CH3:21])[C:11]1=[O:22])(=[O:8])[C:2]1[CH:7]=[CH:6][CH:5]=[CH:4][CH:3]=1.[CH2:23](N1C2C(=CC=CC=2)C(=O)C1=O)[CH2:24][CH:25](C)C.